Dataset: Reaction yield outcomes from USPTO patents with 853,638 reactions. Task: Predict the reaction yield, written as a fraction of the theoretical maximum amount of product (1.0 means a 100% yield; for example, 0.34 means a 34% yield). (1) The reactants are [C:1]1(=[O:7])[CH2:6][CH2:5][CH2:4][CH:3]=[CH:2]1.Br[CH:9]([C:15]([O:17][CH2:18][CH3:19])=[O:16])[C:10]([O:12][CH2:13][CH3:14])=[O:11].C[Si](Cl)(C)C. The catalyst is C1COCC1. The product is [O:7]=[C:1]1[CH2:6][CH2:5][CH2:4][CH:3]([CH:9]([C:10]([O:12][CH2:13][CH3:14])=[O:11])[C:15]([O:17][CH2:18][CH3:19])=[O:16])[CH2:2]1. The yield is 0.710. (2) The reactants are [Cl:1][C:2]1[CH:7]=[CH:6][C:5]([S:8]([N:11]([C:15]2[C:16]([C:22]([C:24]3[C:25]([O:30][CH3:31])=[N:26][CH:27]=[CH:28][CH:29]=3)=[O:23])=[N:17][CH:18]=[C:19]([Cl:21])[CH:20]=2)COC)(=[O:10])=[O:9])=[CH:4][C:3]=1[C:32]([F:35])([F:34])[F:33].C([O-])(O)=O.[Na+]. The catalyst is OS(O)(=O)=O.C(O)(C(F)(F)F)=O.O. The product is [Cl:1][C:2]1[CH:7]=[CH:6][C:5]([S:8]([NH:11][C:15]2[C:16]([C:22]([C:24]3[C:25]([O:30][CH3:31])=[N:26][CH:27]=[CH:28][CH:29]=3)=[O:23])=[N:17][CH:18]=[C:19]([Cl:21])[CH:20]=2)(=[O:9])=[O:10])=[CH:4][C:3]=1[C:32]([F:35])([F:33])[F:34]. The yield is 0.500.